Task: Predict the product of the given reaction.. Dataset: Forward reaction prediction with 1.9M reactions from USPTO patents (1976-2016) (1) Given the reactants [NH2:1][C:2]1[CH:3]=[N:4][CH:5]=[CH:6][CH:7]=1.[C:8]1(=O)[CH2:13][CH2:12][CH2:11][CH2:10][CH2:9]1.C[Si]([C:19]#[N:20])(C)C, predict the reaction product. The product is: [N:4]1[CH:5]=[CH:6][CH:7]=[C:2]([NH:1][C:8]2([C:19]#[N:20])[CH2:13][CH2:12][CH2:11][CH2:10][CH2:9]2)[CH:3]=1. (2) Given the reactants Cl.[CH3:2][NH:3][CH3:4].C[Al](C)C.C1(C)C=CC=CC=1.[CH2:16]([C:19]1[CH:20]=[C:21]([CH2:24][CH2:25][C:26]([O:28]CC)=O)[NH:22][CH:23]=1)[CH2:17][CH3:18], predict the reaction product. The product is: [CH3:2][N:3]([CH3:4])[C:26](=[O:28])[CH2:25][CH2:24][C:21]1[NH:22][CH:23]=[C:19]([CH2:16][CH2:17][CH3:18])[CH:20]=1. (3) Given the reactants [OH:1][C@@H:2]1[CH2:10][C:9]2[C:4](=[C:5]([CH3:12])[CH:6]=[CH:7][C:8]=2[CH3:11])[C@H:3]1[O:13][C:14]1[C:22]2[N:21]=[C:20]([CH3:23])[N:19]([CH3:24])[C:18]=2[CH:17]=[C:16]([C:25]([O:27]CC)=[O:26])[CH:15]=1.[OH-].[Na+].Cl, predict the reaction product. The product is: [OH:1][C@@H:2]1[CH2:10][C:9]2[C:4](=[C:5]([CH3:12])[CH:6]=[CH:7][C:8]=2[CH3:11])[C@H:3]1[O:13][C:14]1[C:22]2[N:21]=[C:20]([CH3:23])[N:19]([CH3:24])[C:18]=2[CH:17]=[C:16]([C:25]([OH:27])=[O:26])[CH:15]=1.